Dataset: Catalyst prediction with 721,799 reactions and 888 catalyst types from USPTO. Task: Predict which catalyst facilitates the given reaction. (1) Reactant: [Cl:1][C:2]1[C:11]2[C:6](=[CH:7][CH:8]=[C:9]([C:12](OC)=[O:13])[CH:10]=2)[N:5]=[C:4]([N:16]2[CH2:22][C:21]3[CH:23]=[CH:24][CH:25]=[CH:26][C:20]=3[S:19](=[O:28])(=[O:27])[CH2:18][CH2:17]2)[CH:3]=1.[BH4-].[Na+]. Product: [Cl:1][C:2]1[C:11]2[C:6](=[CH:7][CH:8]=[C:9]([CH2:12][OH:13])[CH:10]=2)[N:5]=[C:4]([N:16]2[CH2:22][C:21]3[CH:23]=[CH:24][CH:25]=[CH:26][C:20]=3[S:19](=[O:28])(=[O:27])[CH2:18][CH2:17]2)[CH:3]=1. The catalyst class is: 30. (2) Reactant: C(OC(=O)[NH:7][C@@H:8]([C@H:18]1[CH2:23][CH2:22][C@H:21]([NH:24][C:25](=[O:39])[CH2:26][N:27]([C:29]([O:31][CH2:32][C:33]2[CH:38]=[CH:37][CH:36]=[CH:35][CH:34]=2)=[O:30])[CH3:28])[CH2:20][CH2:19]1)[C:9]([N:11]1[CH2:15][CH2:14][C:13]([F:17])([F:16])[CH2:12]1)=[O:10])(C)(C)C.[ClH:41]. Product: [ClH:41].[CH2:32]([O:31][C:29](=[O:30])[N:27]([CH2:26][C:25](=[O:39])[NH:24][C@H:21]1[CH2:22][CH2:23][C@H:18]([C@H:8]([NH2:7])[C:9]([N:11]2[CH2:15][CH2:14][C:13]([F:17])([F:16])[CH2:12]2)=[O:10])[CH2:19][CH2:20]1)[CH3:28])[C:33]1[CH:34]=[CH:35][CH:36]=[CH:37][CH:38]=1. The catalyst class is: 13. (3) Reactant: [Br:1][C:2]1[CH:7]=[CH:6][C:5]([C:8]([F:11])([F:10])[F:9])=[CH:4][C:3]=1[NH2:12].N1C=CC=CC=1.Cl[C:20]([O:22][CH2:23][CH3:24])=[O:21]. Product: [CH2:23]([O:22][C:20](=[O:21])[NH:12][C:3]1[CH:4]=[C:5]([C:8]([F:10])([F:11])[F:9])[CH:6]=[CH:7][C:2]=1[Br:1])[CH3:24]. The catalyst class is: 316. (4) Reactant: [NH2:1][C:2]1[CH:10]=[C:9]([F:11])[CH:8]=[C:7]2[C:3]=1[CH2:4][O:5][C:6]2=[O:12].[F:13][C:14]1[CH:21]=[CH:20][C:17]([CH:18]=O)=[CH:16][CH:15]=1.[O-]S([O-])(=O)=O.[Mg+2]. Product: [F:11][C:9]1[CH:8]=[C:7]2[C:3]([CH2:4][O:5][C:6]2=[O:12])=[C:2](/[N:1]=[CH:18]/[C:17]2[CH:20]=[CH:21][C:14]([F:13])=[CH:15][CH:16]=2)[CH:10]=1. The catalyst class is: 2. (5) Reactant: [CH3:1][O:2][C:3]1[CH:4]=[C:5]([CH:8]=[CH:9][C:10]=1[O:11][CH3:12])[CH:6]=O.C(O)(=O)[CH2:14][C:15]([OH:17])=[O:16].N1CCCCC1.Cl. Product: [CH3:1][O:2][C:3]1[CH:4]=[C:5](/[CH:6]=[CH:14]/[C:15]([OH:17])=[O:16])[CH:8]=[CH:9][C:10]=1[O:11][CH3:12]. The catalyst class is: 436.